Task: Predict the reaction yield, written as a fraction of the theoretical maximum amount of product (1.0 means a 100% yield; for example, 0.34 means a 34% yield).. Dataset: Reaction yield outcomes from USPTO patents with 853,638 reactions (1) No catalyst specified. The reactants are CC1C=C(N2CCN(CCOC3C=CC=CC=3)C2=O)SC=1C(O)=O.[C:25]([O:29][C:30]([NH:32][C:33]1[CH:54]=[CH:53][C:36]([CH2:37][N:38]2[CH2:42][CH2:41][N:40]([C:43]3[S:47][C:46]([C:48](O)=[O:49])=[C:45]([CH3:51])[CH:44]=3)[C:39]2=[O:52])=[CH:35][CH:34]=1)=[O:31])([CH3:28])([CH3:27])[CH3:26].[NH2:55][CH2:56][C:57]1[CH:58]=[N:59][CH:60]=[CH:61][CH:62]=1. The product is [CH3:51][C:45]1[CH:44]=[C:43]([N:40]2[CH2:41][CH2:42][N:38]([CH2:37][C:36]3[CH:35]=[CH:34][C:33]([NH:32][C:30](=[O:31])[O:29][C:25]([CH3:27])([CH3:28])[CH3:26])=[CH:54][CH:53]=3)[C:39]2=[O:52])[S:47][C:46]=1[C:48](=[O:49])[NH:55][CH2:56][C:57]1[CH:58]=[N:59][CH:60]=[CH:61][CH:62]=1. The yield is 0.750. (2) The reactants are Cl[C:2]1[C:3]([CH3:22])=[N:4][C:5]2[C:10]([N:11]=1)=[C:9]([C:12]1[NH:20][C:19]3[CH2:18][CH2:17][NH:16][C:15](=[O:21])[C:14]=3[CH:13]=1)[CH:8]=[CH:7][CH:6]=2.Cl.[F:24][C:25]([F:30])([F:29])[C@H:26]([NH2:28])[CH3:27].[O-]P([O-])([O-])=O.[K+].[K+].[K+].C(#N)C.[OH2:42]. No catalyst specified. The product is [C:26]([OH:21])([C:25]([F:30])([F:29])[F:24])=[O:42].[CH3:22][C:3]1[C:2]([NH:28][C@H:26]([CH3:27])[C:25]([F:30])([F:29])[F:24])=[N:11][C:10]2[C:5](=[CH:6][CH:7]=[CH:8][C:9]=2[C:12]2[NH:20][C:19]3[CH2:18][CH2:17][NH:16][C:15](=[O:21])[C:14]=3[CH:13]=2)[N:4]=1. The yield is 0.00100. (3) The reactants are [Cl:1][C:2]1[N:10]=[CH:9][N:8]=[C:7]2[C:3]=1[NH:4][CH:5]=[N:6]2.N12CCCN=C1CCCCC2.FC(F)(F)S(O[Si](C)(C)C)(=O)=O.[C:34]([O:42][CH2:43][C@@H:44]1[C@@:48]([O:50][C:51](=[O:53])[CH3:52])([CH3:49])[C@:47]([F:55])([CH3:54])[CH:46](OC(=O)C)[O:45]1)(=[O:41])[C:35]1[CH:40]=[CH:39][CH:38]=[CH:37][CH:36]=1. The catalyst is C(#N)C. The product is [C:34]([O:42][CH2:43][C@@H:44]1[C@@:48]([O:50][C:51](=[O:53])[CH3:52])([CH3:49])[C@:47]([F:55])([CH3:54])[CH:46]([N:6]2[CH:5]=[N:4][C:3]3[C:7]2=[N:8][CH:9]=[N:10][C:2]=3[Cl:1])[O:45]1)(=[O:41])[C:35]1[CH:36]=[CH:37][CH:38]=[CH:39][CH:40]=1. The yield is 0.570. (4) The reactants are [NH2:1][C:2]1[CH:3]=[C:4]([CH:9]=[CH:10][C:11]=1[CH:12]1[CH2:15][CH2:14][CH2:13]1)[C:5]([O:7]C)=[O:6].[OH-].[Na+].CO. The yield is 0.540. The product is [NH2:1][C:2]1[CH:3]=[C:4]([CH:9]=[CH:10][C:11]=1[CH:12]1[CH2:13][CH2:14][CH2:15]1)[C:5]([OH:7])=[O:6]. The catalyst is O.